The task is: Predict the product of the given reaction.. This data is from Forward reaction prediction with 1.9M reactions from USPTO patents (1976-2016). Given the reactants [CH3:1][O:2][N:3]=[CH:4][CH2:5][CH2:6][CH2:7][N:8]1[C:20]2[C:19]3[CH:18]=[CH:17][CH:16]=[CH:15][C:14]=3[N:13]=[CH:12][C:11]=2[N:10]=[C:9]1[CH2:21][CH2:22][CH3:23].CO[N:26](CCCCN1C2C3C=CC=CC=3N=CC=2N=C1CCC)C(=O)C, predict the reaction product. The product is: [CH3:1][O:2][N:3]=[CH:4][CH2:5][CH2:6][CH2:7][N:8]1[C:20]2[C:19]3[CH:18]=[CH:17][CH:16]=[CH:15][C:14]=3[N:13]=[C:12]([NH2:26])[C:11]=2[N:10]=[C:9]1[CH2:21][CH2:22][CH3:23].